Dataset: Catalyst prediction with 721,799 reactions and 888 catalyst types from USPTO. Task: Predict which catalyst facilitates the given reaction. Reactant: [C:1]([O:4][C@H:5]1[CH2:9][C@H:8]([N:10]2[CH:18]=[N:17][C:16]3[C:11]2=[N:12][CH:13]=[N:14][C:15]=3Br)[O:7][C@@H:6]1[CH2:20][O:21][Si:22]([C:25]([CH3:28])([CH3:27])[CH3:26])([CH3:24])[CH3:23])(=[O:3])[CH3:2].CCN(C(C)C)C(C)C.[C:38]1([C:44]#[CH:45])[CH:43]=[CH:42][CH:41]=[CH:40][CH:39]=1. Product: [C:1]([O:4][C@H:5]1[CH2:9][C@H:8]([N:10]2[CH:18]=[N:17][C:16]3[C:11]2=[N:12][CH:13]=[N:14][C:15]=3[C:45]#[C:44][C:38]2[CH:43]=[CH:42][CH:41]=[CH:40][CH:39]=2)[O:7][C@@H:6]1[CH2:20][O:21][Si:22]([C:25]([CH3:28])([CH3:27])[CH3:26])([CH3:24])[CH3:23])(=[O:3])[CH3:2]. The catalyst class is: 654.